This data is from Full USPTO retrosynthesis dataset with 1.9M reactions from patents (1976-2016). The task is: Predict the reactants needed to synthesize the given product. (1) Given the product [CH3:1][C:2]1[N:3]=[C:4]([C:11]2[N:12]=[C:13]([Cl:23])[CH:8]=[C:9]([Cl:15])[N:10]=2)[NH:5][CH:6]=1, predict the reactants needed to synthesize it. The reactants are: [CH3:1][C:2]1[N:3]=[CH:4][NH:5][CH:6]=1.Cl[C:8]1[C:9]([Cl:15])=[N:10][C:11](Cl)=[N:12][CH:13]=1.C(N(CC)CC)C.[Cl-:23].[NH4+]. (2) Given the product [NH2:1][C:2]1[C:7]([C:8]([NH:33][CH:31]([CH3:32])[CH2:30][C:25]2[CH:26]=[CH:27][C:28]([F:29])=[C:23]([F:22])[CH:24]=2)=[O:10])=[C:6]([C:11]([F:14])([F:13])[F:12])[N:5]=[CH:4][CH:3]=1, predict the reactants needed to synthesize it. The reactants are: [NH2:1][C:2]1[C:7]([C:8]([OH:10])=O)=[C:6]([C:11]([F:14])([F:13])[F:12])[N:5]=[CH:4][CH:3]=1.C(N(CC)CC)C.[F:22][C:23]1[CH:24]=[C:25]([CH2:30][CH:31]([NH2:33])[CH3:32])[CH:26]=[CH:27][C:28]=1[F:29].CN(C(ON1N=NC2C=CC=CC1=2)=[N+](C)C)C.F[P-](F)(F)(F)(F)F. (3) Given the product [O:9]1[CH2:13][CH2:12][CH:11]([CH2:14][NH:15][C:17](=[O:16])/[CH:18]=[CH:19]/[CH2:20][CH2:27][CH2:28][CH2:29][CH2:6][CH3:7])[CH2:10]1, predict the reactants needed to synthesize it. The reactants are: C(N([CH2:6][CH3:7])CC)C.Cl.[O:9]1[CH2:13][CH2:12][CH:11]([CH2:14][NH2:15])[CH2:10]1.[O:16]1[CH2:20][CH2:19][CH2:18][CH2:17]1.Cl.C(N=C=N[CH2:27][CH2:28][CH2:29]N(C)C)C. (4) Given the product [Cl:1][C:2]1[CH:3]=[CH:4][C:5]2[N:6]([CH:8]=[C:9]([NH:11][C:12](=[O:13])[C:14]3[CH:15]=[CH:16][C:17]([C:20]([CH3:25])([CH3:24])[C:21]([NH:30][CH2:29][CH2:28][C:27]#[N:26])=[O:22])=[CH:18][CH:19]=3)[N:10]=2)[CH:7]=1, predict the reactants needed to synthesize it. The reactants are: [Cl:1][C:2]1[CH:3]=[CH:4][C:5]2[N:6]([CH:8]=[C:9]([NH:11][C:12]([C:14]3[CH:19]=[CH:18][C:17]([C:20]([CH3:25])([CH3:24])[C:21](O)=[O:22])=[CH:16][CH:15]=3)=[O:13])[N:10]=2)[CH:7]=1.[NH2:26][CH2:27][CH2:28][C:29]#[N:30].